The task is: Predict the reaction yield, written as a fraction of the theoretical maximum amount of product (1.0 means a 100% yield; for example, 0.34 means a 34% yield).. This data is from Reaction yield outcomes from USPTO patents with 853,638 reactions. The yield is 0.570. The reactants are [CH2:1]([O:3][C:4](=[O:14])[CH2:5][CH2:6][CH2:7][CH2:8][CH2:9][CH2:10][CH2:11][CH:12]=[CH2:13])[CH3:2].[F:15][C:16]1[CH:23]=[CH:22][CH:21]=[CH:20][C:17]=1C=C. The catalyst is ClCCl. The product is [CH2:1]([O:3][C:4](=[O:14])[CH2:5][CH2:6][CH2:7][CH2:8][CH2:9][CH2:10][CH2:11][CH:12]=[CH:13][C:17]1[CH:20]=[CH:21][CH:22]=[CH:23][C:16]=1[F:15])[CH3:2].